This data is from Forward reaction prediction with 1.9M reactions from USPTO patents (1976-2016). The task is: Predict the product of the given reaction. (1) Given the reactants C1(C2C(CN3CCC[C@H](OC4C=C(Cl)C=C(Cl)C=4)C3)=CC(F)=C(C=2)C(OC(C)(C)C)=O)CC1.[CH:34]1([C:37]2[C:38]([CH2:51][N:52]3[CH2:57][CH2:56][CH:55]([O:58][C:59]4[CH:64]=[C:63]([Cl:65])[CH:62]=[C:61]([Cl:66])[CH:60]=4)[CH2:54][CH2:53]3)=[CH:39][C:40]([F:50])=[C:41]([CH:49]=2)[C:42]([O:44]C(C)(C)C)=[O:43])[CH2:36][CH2:35]1, predict the reaction product. The product is: [CH:34]1([C:37]2[C:38]([CH2:51][N:52]3[CH2:53][CH2:54][CH:55]([O:58][C:59]4[CH:64]=[C:63]([Cl:65])[CH:62]=[C:61]([Cl:66])[CH:60]=4)[CH2:56][CH2:57]3)=[CH:39][C:40]([F:50])=[C:41]([CH:49]=2)[C:42]([OH:44])=[O:43])[CH2:36][CH2:35]1. (2) Given the reactants [CH3:1][C:2]1[CH:7]=[CH:6][C:5]([C:8]([NH2:18])([C:12]2[CH:17]=[CH:16][CH:15]=[CH:14][CH:13]=2)[C:9]([OH:11])=[O:10])=[CH:4][CH:3]=1.C1CCC(N=C=NC2CCCCC2)CC1.C1C=CC2N(O)N=NC=2C=1.[N:44]12[CH2:51][CH2:50][CH:47]([CH2:48][CH2:49]1)[C@@H:46](O)[CH2:45]2, predict the reaction product. The product is: [N:44]12[CH2:51][CH2:50][CH:47]([CH2:48][CH2:49]1)[C@@H:46]([O:10][C:9](=[O:11])[C:8]([C:5]1[CH:6]=[CH:7][C:2]([CH3:1])=[CH:3][CH:4]=1)([NH2:18])[C:12]1[CH:13]=[CH:14][CH:15]=[CH:16][CH:17]=1)[CH2:45]2. (3) Given the reactants [C:1]([O:4][CH2:5][CH:6]([N:12]1[CH:21]=[CH:20][C:19]2[C:14](=[CH:15][CH:16]=[CH:17][C:18]=2I)[C:13]1=[O:23])[CH2:7][O:8][C:9](=[O:11])[CH3:10])(=[O:3])[CH3:2].[Cl:24][C:25]1[CH:30]=[CH:29][C:28]([CH2:31][NH2:32])=[CH:27][C:26]=1[C:33]([F:36])([F:35])[F:34].N12CCCN=C1CCCCC2.[O:48]1CCOC[CH2:49]1, predict the reaction product. The product is: [C:1]([O:4][CH2:5][CH:6]([N:12]1[CH:21]=[CH:20][C:19]2[C:14](=[CH:15][CH:16]=[CH:17][C:18]=2[C:49](=[O:48])[NH:32][CH2:31][C:28]2[CH:29]=[CH:30][C:25]([Cl:24])=[C:26]([C:33]([F:34])([F:35])[F:36])[CH:27]=2)[C:13]1=[O:23])[CH2:7][O:8][C:9](=[O:11])[CH3:10])(=[O:3])[CH3:2]. (4) Given the reactants [Cl:1][C:2]1[CH:3]=[C:4]([C@@H:8]([OH:37])[CH2:9][N:10]([C@H:18]([CH3:36])[CH2:19][C:20]2[CH:25]=[CH:24][C:23]([S:26][C:27]3[CH:32]=[CH:31][C:30]([F:33])=[CH:29][C:28]=3[CH:34]=[O:35])=[CH:22][CH:21]=2)[C:11](=[O:17])[O:12][C:13]([CH3:16])([CH3:15])[CH3:14])[CH:5]=[CH:6][CH:7]=1.N1C=CN=C1.[Si:43](Cl)([C:46]([CH3:49])([CH3:48])[CH3:47])([CH3:45])[CH3:44].Cl, predict the reaction product. The product is: [Si:43]([O:37][C@H:8]([C:4]1[CH:5]=[CH:6][CH:7]=[C:2]([Cl:1])[CH:3]=1)[CH2:9][N:10]([C@H:18]([CH3:36])[CH2:19][C:20]1[CH:25]=[CH:24][C:23]([S:26][C:27]2[CH:32]=[CH:31][C:30]([F:33])=[CH:29][C:28]=2[CH:34]=[O:35])=[CH:22][CH:21]=1)[C:11](=[O:17])[O:12][C:13]([CH3:14])([CH3:16])[CH3:15])([C:46]([CH3:49])([CH3:48])[CH3:47])([CH3:45])[CH3:44]. (5) Given the reactants [CH3:1][O:2][C:3]([C:5]1[NH:6][C:7]([CH2:12]C)=[CH:8][C:9]=1[C:10]#[N:11])=[O:4].C(C1C=C(C)NC=1C(O)=O)#N, predict the reaction product. The product is: [CH3:1][O:2][C:3]([C:5]1[NH:6][C:7]([CH3:12])=[CH:8][C:9]=1[C:10]#[N:11])=[O:4]. (6) Given the reactants [NH2:1][C:2]1[CH:3]=[CH:4][C:5]([F:18])=[C:6]([C@:8]2([CH3:17])[C@:13]([F:15])([CH3:14])[CH2:12][O:11][C:10]([NH2:16])=[N:9]2)[CH:7]=1.[F:19][C:20]1([F:26])[CH2:22][CH:21]1[C:23](O)=[O:24], predict the reaction product. The product is: [NH2:16][C:10]1[O:11][CH2:12][C@@:13]([F:15])([CH3:14])[C@:8]([C:6]2[CH:7]=[C:2]([NH:1][C:23]([CH:21]3[CH2:22][C:20]3([F:26])[F:19])=[O:24])[CH:3]=[CH:4][C:5]=2[F:18])([CH3:17])[N:9]=1.